From a dataset of Reaction yield outcomes from USPTO patents with 853,638 reactions. Predict the reaction yield, written as a fraction of the theoretical maximum amount of product (1.0 means a 100% yield; for example, 0.34 means a 34% yield). (1) The reactants are [C:1]1([C:7]2[CH:8]=[CH:9][C:10](=[O:13])[NH:11][N:12]=2)[CH:6]=[CH:5][CH:4]=[CH:3][CH:2]=1.[Cl-].[NH4+:15]. The catalyst is C1(C)C=CC=CC=1. The product is [C:1]1([C:7]2[CH2:8][CH:9]([C:1]3[CH:6]=[CH:5][N:15]=[CH:3][CH:2]=3)[C:10](=[O:13])[NH:11][N:12]=2)[CH:2]=[CH:3][CH:4]=[CH:5][CH:6]=1. The yield is 0.500. (2) The reactants are Cl[C:2]1[C:11]2[CH:10]=[C:9]3[O:12][CH2:13][O:14][C:8]3=[CH:7][C:6]=2[N:5]=[CH:4][N:3]=1.[OH:15][C:16]1[CH:17]=[C:18]2[C:22](=[N:23][CH:24]=1)[NH:21][CH:20]=[CH:19]2.C(=O)([O-])[O-].[K+].[K+]. The catalyst is CC(N(C)C)=O. The product is [NH:21]1[C:22]2[C:18](=[CH:17][C:16]([O:15][C:2]3[C:11]4[C:6](=[CH:7][C:8]5[O:14][CH2:13][O:12][C:9]=5[CH:10]=4)[N:5]=[CH:4][N:3]=3)=[CH:24][N:23]=2)[CH:19]=[CH:20]1. The yield is 0.630. (3) The yield is 0.510. No catalyst specified. The product is [C:37]([O:36][CH:34]([O:11][C:10]([NH:12][CH2:13][CH:14]([CH2:19][CH:20]([CH3:22])[CH3:21])[CH2:15][C:16]([OH:18])=[O:17])=[O:9])[CH:26]([CH3:25])[CH3:27])(=[O:41])[CH:38]([CH3:39])[CH3:40]. The reactants are C(OC([O:9][C:10]([NH:12][CH2:13][CH:14]([CH2:19][CH:20]([CH3:22])[CH3:21])[CH2:15][C:16]([OH:18])=[O:17])=[O:11])C)(=O)C(C)C.C(=O)([O-])O[C:25]1C=CC([N+]([O-])=O)=[CH:27][C:26]=1[CH:34]([O:36][C:37](=[O:41])[CH:38]([CH3:40])[CH3:39])C. (4) The reactants are [CH3:1][O:2][C:3](=[O:13])[CH2:4][O:5][C:6]1[CH:11]=[CH:10][C:9]([NH2:12])=[CH:8][CH:7]=1.[CH2:14]([O:21][CH2:22][C:23](O)=[O:24])[C:15]1[CH:20]=[CH:19][CH:18]=[CH:17][CH:16]=1.C1(N=C=NC2CCCCC2)CCCCC1. The catalyst is ClCCl. The product is [CH3:1][O:2][C:3](=[O:13])[CH2:4][O:5][C:6]1[CH:11]=[CH:10][C:9]([NH:12][C:23](=[O:24])[CH2:22][O:21][CH2:14][C:15]2[CH:20]=[CH:19][CH:18]=[CH:17][CH:16]=2)=[CH:8][CH:7]=1. The yield is 0.689.